From a dataset of Forward reaction prediction with 1.9M reactions from USPTO patents (1976-2016). Predict the product of the given reaction. (1) Given the reactants [O:1]1[CH2:4][C:3](=[CH:5][C:6]([O:8][CH3:9])=[O:7])[CH2:2]1.COC(=O)C=C1C[N:16](C(OC(C)(C)C)=O)C1, predict the reaction product. The product is: [NH2:16][C:3]1([CH2:5][C:6]([O:8][CH3:9])=[O:7])[CH2:4][O:1][CH2:2]1. (2) Given the reactants [Br:1][C:2]1[C:3](F)=[C:4]2[C:10]([NH:11][C:12](=[O:20])[C:13]3[CH:18]=[CH:17][C:16]([F:19])=[CH:15][CH:14]=3)=[CH:9][NH:8][C:5]2=[N:6][CH:7]=1.[NH:22]1[CH2:27][CH2:26][CH2:25][C@@H:24]([NH:28]C(=O)OC(C)(C)C)[CH2:23]1.C(O)(C(F)(F)F)=O.C(Cl)[Cl:44], predict the reaction product. The product is: [ClH:44].[NH2:28][C@@H:24]1[CH2:25][CH2:26][CH2:27][N:22]([C:3]2[C:2]([Br:1])=[CH:7][N:6]=[C:5]3[NH:8][CH:9]=[C:10]([NH:11][C:12](=[O:20])[C:13]4[CH:18]=[CH:17][C:16]([F:19])=[CH:15][CH:14]=4)[C:4]=23)[CH2:23]1. (3) Given the reactants [Br:1][C:2]1[C:3]([CH2:22][CH3:23])=[C:4]([CH:8]=[C:9]2[CH2:14][CH2:13][N:12](C(OC(C)(C)C)=O)[CH2:11][CH2:10]2)[CH:5]=[CH:6][CH:7]=1.C(O)(C(F)(F)F)=O, predict the reaction product. The product is: [Br:1][C:2]1[C:3]([CH2:22][CH3:23])=[C:4]([CH:8]=[C:9]2[CH2:10][CH2:11][NH:12][CH2:13][CH2:14]2)[CH:5]=[CH:6][CH:7]=1. (4) The product is: [Cl:1][C:2]1[CH:3]=[C:4]2[C:9](=[CH:10][C:11]=1[C:12]([N:72]1[CH2:73][CH2:74][CH2:75][CH:71]1[CH2:63][CH2:64][C:65]1[CH:70]=[CH:69][CH:68]=[CH:67][CH:66]=1)=[O:14])[N:8]=[CH:7][N:6]=[C:5]2[NH:15][CH:16]([C:18]1[NH:22][C:21]2[CH:23]=[CH:24][C:25]([Cl:27])=[CH:26][C:20]=2[N:19]=1)[CH3:17]. Given the reactants [Cl:1][C:2]1[CH:3]=[C:4]2[C:9](=[CH:10][C:11]=1[C:12]([OH:14])=O)[N:8]=[CH:7][N:6]=[C:5]2[NH:15][CH:16]([C:18]1[NH:22][C:21]2[CH:23]=[CH:24][C:25]([Cl:27])=[CH:26][C:20]=2[N:19]=1)[CH3:17].FC1C(OC(N(C)C)=[N+](C)C)=C(F)C(F)=C(F)C=1F.F[P-](F)(F)(F)(F)F.C(N(C(C)C)CC)(C)C.[CH2:63]([CH:71]1[CH2:75][CH2:74][CH2:73][NH:72]1)[CH2:64][C:65]1[CH:70]=[CH:69][CH:68]=[CH:67][CH:66]=1, predict the reaction product. (5) Given the reactants [C:1]([O:5][C:6]([NH:8][C@H:9]1[CH2:14][C@@H:13]([CH2:15]O)[CH2:12][N:11]([C:17]([O:19][CH2:20][C:21]2[CH:26]=[CH:25][CH:24]=[CH:23][CH:22]=2)=[O:18])[CH2:10]1)=[O:7])([CH3:4])([CH3:3])[CH3:2].[F:27]C(F)(S(F)(=O)=O)C(F)(F)C(F)(F)C(F)(F)F.C(N(CC)CC)C, predict the reaction product. The product is: [C:1]([O:5][C:6]([NH:8][C@H:9]1[CH2:14][C@@H:13]([CH2:15][F:27])[CH2:12][N:11]([C:17]([O:19][CH2:20][C:21]2[CH:26]=[CH:25][CH:24]=[CH:23][CH:22]=2)=[O:18])[CH2:10]1)=[O:7])([CH3:4])([CH3:3])[CH3:2]. (6) Given the reactants [CH2:1]([O:4][N:5]([CH:18]1[CH2:23][N:22]([C:24]([O:26][C:27]([CH3:30])([CH3:29])[CH3:28])=[O:25])[C@H:21]([C:31](=[O:33])[NH2:32])[CH:20]=[C:19]1[CH2:34][C:35]([NH2:37])=[O:36])S(C1C=CC=CC=1[N+]([O-])=O)(=O)=O)[CH:2]=[CH2:3].C(=O)([O-])[O-].[K+].[K+].C1(S)C=CC=CC=1, predict the reaction product. The product is: [CH2:1]([O:4][NH:5][CH:18]1[CH2:23][N:22]([C:24]([O:26][C:27]([CH3:30])([CH3:29])[CH3:28])=[O:25])[C@H:21]([C:31](=[O:33])[NH2:32])[CH:20]=[C:19]1[CH2:34][C:35]([NH2:37])=[O:36])[CH:2]=[CH2:3]. (7) Given the reactants Br[CH2:2][C:3]([C:5]1[CH:14]=[CH:13][C:12]2[C:7](=[CH:8][CH:9]=[CH:10][CH:11]=2)[CH:6]=1)=[O:4].[ClH:15].Cl.[CH2:17]([N:26]1[CH2:31][CH2:30][NH:29][CH2:28][CH2:27]1)[C:18]([C:20]1[CH:25]=[CH:24][CH:23]=[CH:22][CH:21]=1)=[O:19].C([O-])([O-])=O.[K+].[K+], predict the reaction product. The product is: [ClH:15].[ClH:15].[CH:6]1[C:7]2[C:12](=[CH:11][CH:10]=[CH:9][CH:8]=2)[CH:13]=[CH:14][C:5]=1[C:3]([CH2:2][N:29]1[CH2:30][CH2:31][N:26]([CH2:17][C:18]([C:20]2[CH:25]=[CH:24][CH:23]=[CH:22][CH:21]=2)=[O:19])[CH2:27][CH2:28]1)=[O:4].